This data is from Reaction yield outcomes from USPTO patents with 853,638 reactions. The task is: Predict the reaction yield, written as a fraction of the theoretical maximum amount of product (1.0 means a 100% yield; for example, 0.34 means a 34% yield). (1) The catalyst is CO. The yield is 0.980. The product is [ClH:27].[F:1][C:2]1[CH:3]=[C:4]([C:21]([NH2:23])=[O:22])[C:5]2[O:9][C:8]([C:10]3[CH:15]=[CH:14][C:13]([CH2:16][N:17]([CH3:19])[CH3:18])=[CH:12][CH:11]=3)=[CH:7][C:6]=2[CH:20]=1. The reactants are [F:1][C:2]1[CH:3]=[C:4]([C:21]([NH2:23])=[O:22])[C:5]2[O:9][C:8]([C:10]3[CH:15]=[CH:14][C:13]([CH2:16][N:17]([CH3:19])[CH3:18])=[CH:12][CH:11]=3)=[CH:7][C:6]=2[CH:20]=1.C([Cl:27])(=O)C. (2) The reactants are Cl[C:2]1[C:11]2[C:6](=[CH:7][CH:8]=[C:9]([Cl:12])[N:10]=2)[N:5]=[CH:4][C:3]=1[C:13](=[O:15])[CH3:14].[CH3:16][N:17]1[CH2:22][CH2:21][N:20]([CH2:23][C:24]2[CH:30]=[CH:29][C:27]([NH2:28])=[CH:26][CH:25]=2)[CH2:19][CH2:18]1. No catalyst specified. The product is [Cl:12][C:9]1[N:10]=[C:11]2[C:6](=[CH:7][CH:8]=1)[N:5]=[CH:4][C:3]([C:13](=[O:15])[CH3:14])=[C:2]2[NH:28][C:27]1[CH:26]=[CH:25][C:24]([CH2:23][N:20]2[CH2:19][CH2:18][N:17]([CH3:16])[CH2:22][CH2:21]2)=[CH:30][CH:29]=1. The yield is 0.580. (3) The reactants are Br[C:2]1[CH:7]=[C:6]([F:8])[C:5]([C@@H:9]2[C:14]3[NH:15][C:16]4[C:21]([C:13]=3[CH2:12][C@@H:11]([CH3:22])[N:10]2[CH2:23][C:24]([F:28])([F:27])[CH2:25][OH:26])=[CH:20][CH:19]=[CH:18][CH:17]=4)=[C:4]([F:29])[CH:3]=1.CC1(C)C2C(=C(P(C3C=CC=CC=3)C3C=CC=CC=3)C=CC=2)OC2C(P(C3C=CC=CC=3)C3C=CC=CC=3)=CC=CC1=2.C([O-])([O-])=O.[Cs+].[Cs+].[NH2:78][CH:79]1[CH2:82][N:81]([C:83]([O:85][C:86]([CH3:89])([CH3:88])[CH3:87])=[O:84])[CH2:80]1. The catalyst is O1CCOCC1.O.C1C=CC(/C=C/C(/C=C/C2C=CC=CC=2)=O)=CC=1.C1C=CC(/C=C/C(/C=C/C2C=CC=CC=2)=O)=CC=1.C1C=CC(/C=C/C(/C=C/C2C=CC=CC=2)=O)=CC=1.[Pd].[Pd]. The product is [F:27][C:24]([F:28])([CH2:25][OH:26])[CH2:23][N:10]1[C@H:11]([CH3:22])[CH2:12][C:13]2[C:21]3[C:16](=[CH:17][CH:18]=[CH:19][CH:20]=3)[NH:15][C:14]=2[C@H:9]1[C:5]1[C:4]([F:29])=[CH:3][C:2]([NH:78][CH:79]2[CH2:80][N:81]([C:83]([O:85][C:86]([CH3:89])([CH3:88])[CH3:87])=[O:84])[CH2:82]2)=[CH:7][C:6]=1[F:8]. The yield is 0.690. (4) The reactants are [CH3:1]C(C)([O-])C.[K+].[F:7][C:8]1[CH:9]=[C:10]([CH:15]2[CH2:20][C:19](=O)[CH2:18][CH2:17][N:16]2[C:22]([O:24][CH2:25][C:26]2[CH:31]=[CH:30][CH:29]=[CH:28][CH:27]=2)=[O:23])[CH:11]=[CH:12][C:13]=1[F:14]. The catalyst is [Br-].C[P+](C1C=CC=CC=1)(C1C=CC=CC=1)C1C=CC=CC=1.O1CCCC1.CCCCCC. The product is [F:7][C:8]1[CH:9]=[C:10]([CH:15]2[CH2:20][C:19](=[CH2:1])[CH2:18][CH2:17][N:16]2[C:22]([O:24][CH2:25][C:26]2[CH:31]=[CH:30][CH:29]=[CH:28][CH:27]=2)=[O:23])[CH:11]=[CH:12][C:13]=1[F:14]. The yield is 0.790. (5) No catalyst specified. The product is [CH2:22]([O:8][C:7](=[O:9])[C:6]1[CH:10]=[CH:11][CH:12]=[C:4]([N:2]2[C:17]([NH2:18])=[CH:16][C:15]([C:14]([CH3:21])([CH3:20])[CH3:13])=[N:3]2)[CH:5]=1)[CH3:23].[NH2:18][C:17]1[N:2]([C:4]2[CH:5]=[C:6]([CH:10]=[CH:11][CH:12]=2)[C:7]([OH:9])=[O:8])[N:3]=[C:15]([C:14]([CH3:21])([CH3:20])[CH3:13])[CH:16]=1. The reactants are Cl.[NH:2]([C:4]1[CH:5]=[C:6]([CH:10]=[CH:11][CH:12]=1)[C:7]([OH:9])=[O:8])[NH2:3].[CH3:13][C:14]([CH3:21])([CH3:20])[C:15](=O)[CH2:16][C:17]#[N:18].[CH3:22][CH2:23]O. The yield is 0.400. (6) The reactants are [CH3:1][C:2]1[C:7]([CH3:8])=[C:6]([CH2:9][C:10]2[CH:11]=[N:12][CH:13]=[CH:14][CH:15]=2)[N:5]=[N:4][C:3]=1[N:16]1[CH2:21][CH2:20][NH:19][C@H:18]([CH3:22])[CH2:17]1.[CH3:23][O:24][C:25]([C:27]1[CH:32]=[N:31][C:30](Cl)=[CH:29][N:28]=1)=[O:26].C(N(CC)CC)C. The catalyst is CN1C(=O)CCC1. The product is [CH3:23][O:24][C:25]([C:27]1[N:28]=[CH:29][C:30]([N:19]2[CH2:20][CH2:21][N:16]([C:3]3[N:4]=[N:5][C:6]([CH2:9][C:10]4[CH:11]=[N:12][CH:13]=[CH:14][CH:15]=4)=[C:7]([CH3:8])[C:2]=3[CH3:1])[CH2:17][C@H:18]2[CH3:22])=[N:31][CH:32]=1)=[O:26]. The yield is 0.0600. (7) The reactants are Cl[C:2]1[N:3]([CH2:25][CH:26]2[CH2:30][CH2:29][O:28][CH2:27]2)[C:4]2[C:9]([N:10]=1)=[C:8]([N:11]1[CH2:16][CH2:15][O:14][CH2:13][CH2:12]1)[N:7]=[C:6]([C:17]1[CH:18]=[N:19][C:20]([NH:23][CH3:24])=[N:21][CH:22]=1)[N:5]=2.[CH3:31][S:32]([N:35]1[CH2:40][CH2:39][NH:38][CH2:37][CH2:36]1)(=[O:34])=[O:33]. The catalyst is CS(C)=O. The product is [CH3:24][NH:23][C:20]1[N:19]=[CH:18][C:17]([C:6]2[N:5]=[C:4]3[C:9]([N:10]=[C:2]([N:38]4[CH2:39][CH2:40][N:35]([S:32]([CH3:31])(=[O:34])=[O:33])[CH2:36][CH2:37]4)[N:3]3[CH2:25][CH:26]3[CH2:30][CH2:29][O:28][CH2:27]3)=[C:8]([N:11]3[CH2:16][CH2:15][O:14][CH2:13][CH2:12]3)[N:7]=2)=[CH:22][N:21]=1. The yield is 0.250. (8) The reactants are [CH2:1]([O:5][C:6]1[CH:13]=[CH:12][C:9]([CH:10]=[O:11])=[CH:8][C:7]=1[Cl:14])[CH2:2][CH2:3][CH3:4].ClC1C=C(C=CC=1OCC)C=[O:20]. No catalyst specified. The product is [CH2:1]([O:5][C:6]1[CH:13]=[CH:12][C:9]([C:10]([OH:20])=[O:11])=[CH:8][C:7]=1[Cl:14])[CH2:2][CH2:3][CH3:4]. The yield is 0.850.